This data is from Cav3 T-type calcium channel HTS with 100,875 compounds. The task is: Binary Classification. Given a drug SMILES string, predict its activity (active/inactive) in a high-throughput screening assay against a specified biological target. (1) The molecule is OC(=O)C1C2CC(C1C(=O)NCCCn1ccnc1)C=C2. The result is 0 (inactive). (2) The molecule is Clc1cc(N(CC(=O)NC2CCCCC2)C(=O)Cn2nc(nn2)c2oc(cc2)C)ccc1F. The result is 0 (inactive).